From a dataset of Forward reaction prediction with 1.9M reactions from USPTO patents (1976-2016). Predict the product of the given reaction. (1) Given the reactants [CH2:1]([O:3][C:4](=[O:17])[CH2:5][C:6](=O)[CH2:7][C:8]1[CH:13]=[C:12]([F:14])[CH:11]=[CH:10][C:9]=1[F:15])[CH3:2].[CH2:18]([NH2:25])[C:19]1[CH:24]=[CH:23][CH:22]=[CH:21][CH:20]=1.C([BH3-])#N.[Na+].Cl.[OH-].[Na+], predict the reaction product. The product is: [CH2:1]([O:3][C:4](=[O:17])[CH2:5][CH:6]([NH:25][CH2:18][C:19]1[CH:24]=[CH:23][CH:22]=[CH:21][CH:20]=1)[CH2:7][C:8]1[CH:13]=[C:12]([F:14])[CH:11]=[CH:10][C:9]=1[F:15])[CH3:2]. (2) The product is: [CH3:42][C:43]1[CH:44]=[C:45]([CH2:49][CH2:50][O:51][C:2]2[N:3]=[C:4]([NH2:41])[C:5]3[N:6]=[CH:7][N:8]([C:39]=3[N:40]=2)[C@@H:9]2[O:38][C@H:28]([CH2:29][O:30][Si:31]([C:34]([CH3:37])([CH3:36])[CH3:35])([CH3:33])[CH3:32])[C@@H:19]([O:20][Si:21]([C:24]([CH3:27])([CH3:26])[CH3:25])([CH3:23])[CH3:22])[C@H:10]2[O:11][Si:12]([C:15]([CH3:18])([CH3:17])[CH3:16])([CH3:14])[CH3:13])[CH:46]=[CH:47][CH:48]=1. Given the reactants Cl[C:2]1[N:3]=[C:4]([NH2:41])[C:5]2[N:6]=[CH:7][N:8]([C:39]=2[N:40]=1)[C@@H:9]1[O:38][C@H:28]([CH2:29][O:30][Si:31]([C:34]([CH3:37])([CH3:36])[CH3:35])([CH3:33])[CH3:32])[C@@H:19]([O:20][Si:21]([C:24]([CH3:27])([CH3:26])[CH3:25])([CH3:23])[CH3:22])[C@H:10]1[O:11][Si:12]([C:15]([CH3:18])([CH3:17])[CH3:16])([CH3:14])[CH3:13].[CH3:42][C:43]1[CH:44]=[C:45]([CH2:49][CH2:50][OH:51])[CH:46]=[CH:47][CH:48]=1, predict the reaction product.